This data is from Full USPTO retrosynthesis dataset with 1.9M reactions from patents (1976-2016). The task is: Predict the reactants needed to synthesize the given product. (1) Given the product [NH2:8][CH2:7][C:10]1[S:11][C:12]([C:26]([CH3:29])([CH3:28])[CH3:27])=[CH:13][C:14]=1[NH:15][C:16]([NH:18][C:19]1[CH:24]=[CH:23][C:22]([CH3:25])=[CH:21][CH:20]=1)=[O:17], predict the reactants needed to synthesize it. The reactants are: B.C1COCC1.[C:7]([C:10]1[S:11][C:12]([C:26]([CH3:29])([CH3:28])[CH3:27])=[CH:13][C:14]=1[NH:15][C:16]([NH:18][C:19]1[CH:24]=[CH:23][C:22]([CH3:25])=[CH:21][CH:20]=1)=[O:17])(=O)[NH2:8].Cl. (2) Given the product [Br:40][C:41]1[CH:46]=[N:45][C:44]([N:47]2[C:55]3[C:50](=[CH:51][CH:52]=[C:53]([C:56]([N:34]4[CH2:39][CH2:38][O:37][CH2:36][CH2:35]4)=[O:57])[CH:54]=3)[C:49]([S:59][CH3:60])=[N:48]2)=[N:43][CH:42]=1, predict the reactants needed to synthesize it. The reactants are: C(N(C(C)C)CC)(C)C.CN(C(ON1N=NC2C=CC=NC1=2)=[N+](C)C)C.F[P-](F)(F)(F)(F)F.[NH:34]1[CH2:39][CH2:38][O:37][CH2:36][CH2:35]1.[Br:40][C:41]1[CH:42]=[N:43][C:44]([N:47]2[C:55]3[C:50](=[CH:51][CH:52]=[C:53]([C:56](O)=[O:57])[CH:54]=3)[C:49]([S:59][CH3:60])=[N:48]2)=[N:45][CH:46]=1. (3) Given the product [NH2:1][C:2]1[N:7]2[N:8]=[C:9]([CH3:11])[CH:10]=[C:6]2[N:5]=[CH:4][C:3]=1[C:12]([NH:17][NH2:18])=[O:14], predict the reactants needed to synthesize it. The reactants are: [NH2:1][C:2]1[N:7]2[N:8]=[C:9]([CH3:11])[CH:10]=[C:6]2[N:5]=[CH:4][C:3]=1[C:12]([O:14]C)=O.O.[NH2:17][NH2:18]. (4) Given the product [OH:34][C:5]1[N:13]=[C:12]([C:14]#[N:15])[N:11]=[C:10]2[C:6]=1[N:7]([CH2:23][C:24]1[CH:29]=[CH:28][C:27]([C:30]([F:33])([F:32])[F:31])=[CH:26][CH:25]=1)[C:8]([C:16]1[CH:21]=[CH:20][CH:19]=[C:18]([CH3:22])[CH:17]=1)=[N:9]2, predict the reactants needed to synthesize it. The reactants are: CS([C:5]1[N:13]=[C:12]([C:14]#[N:15])[N:11]=[C:10]2[C:6]=1[N:7]([CH2:23][C:24]1[CH:29]=[CH:28][C:27]([C:30]([F:33])([F:32])[F:31])=[CH:26][CH:25]=1)[C:8]([C:16]1[CH:21]=[CH:20][CH:19]=[C:18]([CH3:22])[CH:17]=1)=[N:9]2)(=O)=O.[OH2:34]. (5) Given the product [F:25][C:20]1[CH:21]=[CH:22][CH:23]=[CH:24][C:19]=1[CH2:18][NH:17][C:15]([N:12]1[CH2:11][CH2:10][CH:9]([NH:8][C:7]2[CH:6]=[CH:5][C:4]([CH2:3][CH2:2][NH:1][CH2:56][C@H:54]([OH:55])[CH2:53][O:52][C:49]3[CH:50]=[CH:51][C:46]([OH:45])=[CH:47][CH:48]=3)=[CH:27][CH:26]=2)[CH2:14][CH2:13]1)=[O:16], predict the reactants needed to synthesize it. The reactants are: [NH2:1][CH2:2][CH2:3][C:4]1[CH:27]=[CH:26][C:7]([NH:8][CH:9]2[CH2:14][CH2:13][N:12]([C:15]([NH:17][CH2:18][C:19]3[CH:24]=[CH:23][CH:22]=[CH:21][C:20]=3[F:25])=[O:16])[CH2:11][CH2:10]2)=[CH:6][CH:5]=1.C([Si]([O:45][C:46]1[CH:51]=[CH:50][C:49]([O:52][CH2:53][CH:54]2[CH2:56][O:55]2)=[CH:48][CH:47]=1)(C1C=CC=CC=1)C1C=CC=CC=1)(C)(C)C.